Dataset: Forward reaction prediction with 1.9M reactions from USPTO patents (1976-2016). Task: Predict the product of the given reaction. (1) Given the reactants [C:1]1([OH:11])[C:10]2[C:5](=[CH:6][CH:7]=[CH:8][CH:9]=2)[CH:4]=[CH:3][CH:2]=1.[Br-].[Br-].[Br-].[CH2:15]([NH+](CCCC)CCCC)[CH2:16][CH2:17]C.C([NH+](CCCC)CCCC)CCC.C([NH+](CCCC)CCCC)CCC.[CH2:54]([Br:61])[C:55]1[CH:60]=[CH:59][CH:58]=[CH:57][CH:56]=1.C(=O)([O-])[O-].[K+].[K+], predict the reaction product. The product is: [Br:61][C:4]1[C:5]2[C:10](=[CH:9][CH:8]=[CH:7][CH:6]=2)[C:1]([OH:11])=[CH:2][CH:3]=1.[Br:61][C:54]1[C:55]2[C:60](=[CH:59][CH:58]=[CH:57][CH:56]=2)[C:17]([O:11][CH2:1][C:10]2[CH:5]=[CH:6][CH:7]=[CH:8][CH:9]=2)=[CH:16][CH:15]=1. (2) Given the reactants [CH2:1]([O:3]/[C:4](=[CH:10]\[C:11]1[CH:16]=[CH:15][C:14]([O:17][CH2:18][C:19](=[N:28][O:29][CH3:30])[C:20]2[CH:25]=[CH:24][CH:23]=[C:22]([O:26][CH3:27])[CH:21]=2)=[CH:13][CH:12]=1)/[C:5]([O:7]CC)=[O:6])[CH3:2], predict the reaction product. The product is: [CH2:1]([O:3]/[C:4](=[CH:10]\[C:11]1[CH:12]=[CH:13][C:14]([O:17][CH2:18][C:19](=[N:28][O:29][CH3:30])[C:20]2[CH:25]=[CH:24][CH:23]=[C:22]([O:26][CH3:27])[CH:21]=2)=[CH:15][CH:16]=1)/[C:5]([OH:7])=[O:6])[CH3:2]. (3) Given the reactants [C:1]([O:4][C:5]1[CH:6]=[C:7]2[C:12](=[CH:13][CH:14]=1)[NH:11][C:10](=O)[N:9]=[CH:8]2)(=[O:3])[CH3:2].P(Cl)(Cl)([Cl:18])=O, predict the reaction product. The product is: [C:1]([O:4][C:5]1[CH:6]=[C:7]2[C:12](=[CH:13][CH:14]=1)[N:11]=[CH:10][N:9]=[C:8]2[Cl:18])(=[O:3])[CH3:2]. (4) The product is: [O:1]1[C:5]2[CH:6]=[CH:7][CH:8]=[CH:9][C:4]=2[C:3]([C:10]([Cl:16])=[O:12])=[CH:2]1. Given the reactants [O:1]1[C:5]2[CH:6]=[CH:7][CH:8]=[CH:9][C:4]=2[C:3]([C:10]([OH:12])=O)=[CH:2]1.C(Cl)(=O)C([Cl:16])=O, predict the reaction product. (5) Given the reactants [H-].[Na+].[CH2:3]([O:5][C:6](=[O:20])[CH2:7][C:8]([C:10]1[C:19]2[C:14](=[CH:15][CH:16]=[CH:17][CH:18]=2)[CH:13]=[CH:12][CH:11]=1)=[O:9])[CH3:4], predict the reaction product. The product is: [CH2:3]([O:5][C:6](=[O:20])[CH:7]([C:8]([C:10]1[C:19]2[C:14](=[CH:15][CH:16]=[CH:17][CH:18]=2)[CH:13]=[CH:12][CH:11]=1)=[O:9])[CH2:7][C:8](=[O:9])[C:10]1[CH:19]=[CH:14][CH:13]=[CH:12][CH:11]=1)[CH3:4]. (6) Given the reactants [CH:1]1([CH2:4][O:5][C:6]2[CH:7]=[C:8]3[C:38](=[CH:39][CH:40]=2)[C:16]2[N:17]([CH2:30][O:31][CH2:32][CH2:33][Si:34]([CH3:37])([CH3:36])[CH3:35])[C:18]([C:20]4[C:27]([C:28]#[N:29])=[CH:26][CH:25]=[CH:24][C:21]=4[C:22]#[N:23])=[N:19][C:15]=2[C:14]2[CH:13]=[CH:12][C:11]([CH2:41][C:42](=[O:44])[CH3:43])=[CH:10][C:9]3=2)[CH2:3][CH2:2]1.Cl[C:46]1C=C2C(=CC=1)C1N(COCC[Si](C)(C)C)C(C3C(C#N)=CC=CC=3C#N)=NC=1C1C=CC(CC(=O)C)=CC2=1, predict the reaction product. The product is: [CH:1]1([CH2:4][O:5][C:6]2[CH:7]=[C:8]3[C:38](=[CH:39][CH:40]=2)[C:16]2[N:17]([CH2:30][O:31][CH2:32][CH2:33][Si:34]([CH3:35])([CH3:37])[CH3:36])[C:18]([C:20]4[C:27]([C:28]#[N:29])=[CH:26][CH:25]=[CH:24][C:21]=4[C:22]#[N:23])=[N:19][C:15]=2[C:14]2[CH:13]=[CH:12][C:11]([CH2:41][C:42]([OH:44])([CH3:46])[CH3:43])=[CH:10][C:9]3=2)[CH2:3][CH2:2]1. (7) Given the reactants [C:1]([OH:7])([C:3](F)(F)F)=[O:2].[NH:8](C(OC(C)(C)C)=O)[C@H:9]([C:14]([N:16]1C[CH2:29][CH2:28][C@H:17]1C(OCC1C=CC=CC=1)=O)=[O:15])[C@H:10]([CH2:12][CH3:13])[CH3:11].[NH:38]([C:52]([O:54][C:55]([CH3:58])([CH3:57])[CH3:56])=[O:53])[C@@H:39]([C:49]([OH:51])=O)[CH2:40][C:41]1[CH:46]=[CH:45][C:44]([O:47][CH3:48])=[CH:43][CH:42]=1.[CH:59]1[CH:60]=[CH:61][C:62]2N(O)N=N[C:63]=2[CH:64]=1.O.[CH3:70]N(C(ON1N=NC2C=CC=CC1=2)=[N+](C)C)C.F[P-](F)(F)(F)(F)F.CCN(CC)CC, predict the reaction product. The product is: [NH:38]([C:52]([O:54][C:55]([CH3:58])([CH3:57])[CH3:56])=[O:53])[C@@H:39]([C:49]([NH:8][C@H:9]([C:14]([N:16]1[CH2:17][CH2:28][CH2:29][C@H:3]1[C:1]([O:7][CH2:70][C:63]1[CH:62]=[CH:61][CH:60]=[CH:59][CH:64]=1)=[O:2])=[O:15])[C@H:10]([CH2:12][CH3:13])[CH3:11])=[O:51])[CH2:40][C:41]1[CH:42]=[CH:43][C:44]([O:47][CH3:48])=[CH:45][CH:46]=1.